Dataset: NCI-60 drug combinations with 297,098 pairs across 59 cell lines. Task: Regression. Given two drug SMILES strings and cell line genomic features, predict the synergy score measuring deviation from expected non-interaction effect. Drug 1: CC1=C(C=C(C=C1)NC(=O)C2=CC=C(C=C2)CN3CCN(CC3)C)NC4=NC=CC(=N4)C5=CN=CC=C5. Drug 2: C1=CN(C=N1)CC(O)(P(=O)(O)O)P(=O)(O)O. Cell line: KM12. Synergy scores: CSS=-2.06, Synergy_ZIP=3.42, Synergy_Bliss=4.18, Synergy_Loewe=-4.19, Synergy_HSA=-2.16.